This data is from Reaction yield outcomes from USPTO patents with 853,638 reactions. The task is: Predict the reaction yield, written as a fraction of the theoretical maximum amount of product (1.0 means a 100% yield; for example, 0.34 means a 34% yield). (1) The reactants are [NH2:1][C:2]1[CH:18]=[CH:17][C:5]([O:6][C:7]2[CH:12]=[CH:11][N:10]=[C:9]([NH2:13])[C:8]=2[N+:14]([O-:16])=[O:15])=[CH:4][C:3]=1[F:19].[F:20][C:21]1[CH:26]=[CH:25][C:24]([C:27]([F:30])([F:29])[F:28])=[CH:23][C:22]=1[N:31]=[C:32]=[O:33]. No catalyst specified. The product is [NH2:13][C:9]1[C:8]([N+:14]([O-:16])=[O:15])=[C:7]([O:6][C:5]2[CH:17]=[CH:18][C:2]([NH:1][C:32]([NH:31][C:22]3[CH:23]=[C:24]([C:27]([F:28])([F:30])[F:29])[CH:25]=[CH:26][C:21]=3[F:20])=[O:33])=[C:3]([F:19])[CH:4]=2)[CH:12]=[CH:11][N:10]=1. The yield is 0.850. (2) The reactants are [CH2:1]([O:8][C:9]1[CH:19]=[CH:18][C:12]2[CH:13]=[C:14]([CH:16]=[O:17])[S:15][C:11]=2[CH:10]=1)[C:2]1[CH:7]=[CH:6][CH:5]=[CH:4][CH:3]=1.[H-].[H-].[H-].[H-].[Li+].[Al+3]. The catalyst is C1COCC1. The product is [CH2:1]([O:8][C:9]1[CH:19]=[CH:18][C:12]2[CH:13]=[C:14]([CH2:16][OH:17])[S:15][C:11]=2[CH:10]=1)[C:2]1[CH:3]=[CH:4][CH:5]=[CH:6][CH:7]=1. The yield is 0.690. (3) The reactants are Br[C:2]1[CH:7]=[CH:6][C:5]([C:8]2[N:9]=[N:10][N:11]([CH3:22])[C:12]=2[NH:13][C:14](=[O:21])[O:15][C@@H:16]([CH:18]([CH3:20])[CH3:19])[CH3:17])=[CH:4][CH:3]=1.CC1(C)C(C)(C)OB([C:31]2[CH:36]=[CH:35][C:34]([C:37]3([C:40]([O:42][CH3:43])=[O:41])[CH2:39][CH2:38]3)=[CH:33][CH:32]=2)O1.CC(C1C=C(C(C)C)C(C2C=CC=CC=2P(C2CCCCC2)C2CCCCC2)=C(C(C)C)C=1)C.[O-]P([O-])([O-])=O.[K+].[K+].[K+]. The catalyst is C1(C)C=CC=CC=1.C([O-])(=O)C.[Pd+2].C([O-])(=O)C. The product is [CH3:43][O:42][C:40]([C:37]1([C:34]2[CH:35]=[CH:36][C:31]([C:2]3[CH:7]=[CH:6][C:5]([C:8]4[N:9]=[N:10][N:11]([CH3:22])[C:12]=4[NH:13][C:14]([O:15][C@H:16]([CH3:17])[CH:18]([CH3:20])[CH3:19])=[O:21])=[CH:4][CH:3]=3)=[CH:32][CH:33]=2)[CH2:39][CH2:38]1)=[O:41]. The yield is 0.766. (4) The reactants are [CH:1]1(/[CH:7]=[C:8](\[C:16]([C:18]2[CH:23]=[CH:22][CH:21]=[CH:20][C:19]=2[OH:24])=[O:17])/C(OC(C)(C)C)=O)[CH2:6][CH2:5][CH2:4][CH2:3][CH2:2]1.C1(C)C=CC(S(O)(=O)=O)=CC=1. The catalyst is NC(N)=S.C1(C)C=CC=CC=1. The product is [CH:1]1([C@H:7]2[CH2:8][C:16](=[O:17])[C:18]3[C:19](=[CH:20][CH:21]=[CH:22][CH:23]=3)[O:24]2)[CH2:6][CH2:5][CH2:4][CH2:3][CH2:2]1. The yield is 0.650.